This data is from Forward reaction prediction with 1.9M reactions from USPTO patents (1976-2016). The task is: Predict the product of the given reaction. (1) The product is: [C:30]([O:29][C:27]([N:34]1[CH2:37][CH:36]([NH:38][CH2:1][C:3]2[CH:4]=[CH:5][C:6]([CH2:7][N:8]3[C:16]([O:17][CH3:18])=[N:15][C:14]4[C:9]3=[N:10][C:11]([O:20][CH2:21][CH2:22][O:23][CH3:24])=[N:12][C:13]=4[NH2:19])=[CH:25][CH:26]=2)[CH2:35]1)=[O:28])([CH3:33])([CH3:31])[CH3:32]. Given the reactants [CH:1]([C:3]1[CH:26]=[CH:25][C:6]([CH2:7][N:8]2[C:16]([O:17][CH3:18])=[N:15][C:14]3[C:9]2=[N:10][C:11]([O:20][CH2:21][CH2:22][O:23][CH3:24])=[N:12][C:13]=3[NH2:19])=[CH:5][CH:4]=1)=O.[C:27]([N:34]1[CH2:37][CH:36]([NH2:38])[CH2:35]1)([O:29][C:30]([CH3:33])([CH3:32])[CH3:31])=[O:28].C(O)(=O)C.C(O[BH-](OC(=O)C)OC(=O)C)(=O)C.[Na+].O.C(=O)(O)[O-].[Na+], predict the reaction product. (2) Given the reactants [C:1]1(=[O:8])[NH:7][CH2:6][CH2:5][CH2:4][CH2:3][CH2:2]1.[H-].[Na+].[CH3:11]I, predict the reaction product. The product is: [CH3:11][N:7]1[CH2:6][CH2:5][CH2:4][CH2:3][CH2:2][C:1]1=[O:8]. (3) Given the reactants Cl[C:2]1[C:7]2=[CH:8][N:9]([CH3:11])[N:10]=[C:6]2[CH:5]=[C:4]([Cl:12])[N:3]=1.[OH:13][C@@H:14]([C@H:16]1[CH2:20][N:19]([C@H:21]([C:23]2[CH:28]=[CH:27][C:26]([O:29][CH3:30])=[CH:25][CH:24]=2)[CH3:22])[C:18](=[O:31])[CH2:17]1)[CH3:15].[H-].[Na+], predict the reaction product. The product is: [Cl:12][C:4]1[N:3]=[C:2]([O:13][C@@H:14]([C@H:16]2[CH2:20][N:19]([C@H:21]([C:23]3[CH:24]=[CH:25][C:26]([O:29][CH3:30])=[CH:27][CH:28]=3)[CH3:22])[C:18](=[O:31])[CH2:17]2)[CH3:15])[C:7]2=[CH:8][N:9]([CH3:11])[N:10]=[C:6]2[CH:5]=1. (4) Given the reactants I[C:2]1[CH:3]=[N:4][CH:5]=[CH:6][CH:7]=1.[CH3:8][C:9]1[N:10]([N:15]=C(CC(C)C)C)[C:11](=[O:14])[NH:12][N:13]=1.[C:22](=O)([O-])[O-].[K+].[K+].N1CC(=O)NN=1.N, predict the reaction product. The product is: [NH2:15][N:10]1[C:9]([CH2:8][CH3:22])=[N:13][N:12]([C:2]2[CH:3]=[N:4][CH:5]=[CH:6][CH:7]=2)[C:11]1=[O:14]. (5) Given the reactants [NH2:1][C:2]1[CH:7]=[CH:6][C:5]([C:8]2[N:13]=[C:12]([N:14]3[CH2:20][CH:19]4[O:21][CH:16]([CH2:17][CH2:18]4)[CH2:15]3)[N:11]=[C:10]([N:22]3[CH2:27][CH2:26][N:25]([C:28]([O:30][C:31]([CH3:34])([CH3:33])[CH3:32])=[O:29])[CH2:24][CH2:23]3)[N:9]=2)=[CH:4][CH:3]=1.ClC(Cl)(O[C:39](=[O:45])OC(Cl)(Cl)Cl)Cl.C(N(CC)CC)C.[NH2:54][C:55]1[CH:60]=[CH:59][N:58]=[CH:57][CH:56]=1, predict the reaction product. The product is: [CH:16]12[O:21][CH:19]([CH2:18][CH2:17]1)[CH2:20][N:14]([C:12]1[N:13]=[C:8]([C:5]3[CH:6]=[CH:7][C:2]([NH:1][C:39]([NH:54][C:55]4[CH:60]=[CH:59][N:58]=[CH:57][CH:56]=4)=[O:45])=[CH:3][CH:4]=3)[N:9]=[C:10]([N:22]3[CH2:23][CH2:24][N:25]([C:28]([O:30][C:31]([CH3:34])([CH3:33])[CH3:32])=[O:29])[CH2:26][CH2:27]3)[N:11]=1)[CH2:15]2. (6) Given the reactants [OH:1][C:2]([CH3:11])([CH2:8][CH2:9][CH3:10])[C:3]([O:5]CC)=[O:4].[Li+].[OH-], predict the reaction product. The product is: [OH:1][C:2]([CH3:11])([CH2:8][CH2:9][CH3:10])[C:3]([OH:5])=[O:4]. (7) Given the reactants Br[C:2]([CH3:16])([CH3:15])[C:3]([NH:5][C:6]1ON=[C:8]([C:11]([CH3:14])([CH3:13])[CH3:12])[CH:7]=1)=[O:4].[O:17]1[CH2:22][CH2:21][CH:20]([CH2:23][NH2:24])[CH2:19][CH2:18]1.C(#[N:27])C.[OH2:28], predict the reaction product. The product is: [C:11]([C:8]1[O:28][N:27]=[C:6]([NH:5][C:3](=[O:4])[C:2]([CH3:16])([NH:24][CH2:23][CH:20]2[CH2:21][CH2:22][O:17][CH2:18][CH2:19]2)[CH3:15])[CH:7]=1)([CH3:14])([CH3:13])[CH3:12]. (8) Given the reactants [C:1]1(=[O:8])[CH2:7][CH2:6][CH2:5][CH2:4][CH:3]=[CH:2]1.C1C(=O)N([Br:16])C(=O)C1.[OH2:17], predict the reaction product. The product is: [Br:16][CH:2]1[CH:3]([OH:17])[CH2:4][CH2:5][CH2:6][CH2:7][C:1]1=[O:8].